This data is from Experimentally validated miRNA-target interactions with 360,000+ pairs, plus equal number of negative samples. The task is: Binary Classification. Given a miRNA mature sequence and a target amino acid sequence, predict their likelihood of interaction. (1) Result: 1 (interaction). The miRNA is mmu-miR-224-5p with sequence UAAGUCACUAGUGGUUCCGUU. The protein sequence of the target gene is MALNNFLFAQCVCYFLAFLFSFVVVVPLSENGHDFRGRCLLFTEGMWLSANLTMQGRERFTVQEWGPPAACRFSLLASLLSLLLAAAHAWRTLFFLCKGHEGSFFYAFLNLLVSAFVVFLVFIASTIVSVGFTMWCDTITEKGSTPHSCEEFQETDLELNVDNSAFYHQFAIAQFGLWASWLAWLAITTLAFLKVYHNYRQEDLLDSLVHEKELLLARPTSRTSFQGEKSAVI. (2) The miRNA is hsa-miR-6789-3p with sequence CGGCGCCCGUGUCUCCUCCAG. The protein sequence of the target gene is MWSEGRYEYERIPRERAPPRSHPSDGYNRLVNIVPKKPPLLDRPGEGSYNRYYSHVDYRDYDEGRSFSHDRRSGPPHRGDESGYRWTRDDHSASRQPEYRDMRDGFRRKSFYSSHYARERSPYKRDNTFFRESPVGRKDSPHSRSGSSVSSRSYSPERSKSYSFHQSQHRKSVRPGASYKRQNEGNPERDKERPVQSLKTSRDTSPSSGSAVSSSKVLDKPSRLTEKELAEAASKWAAEKLEKSDESNLPEISEYEAGSTAPLFTDQPEEPESNTTHGIELFEDSQLTTRSKAIASKTKE.... Result: 0 (no interaction). (3) The miRNA is hsa-miR-105-5p with sequence UCAAAUGCUCAGACUCCUGUGGU. The protein sequence of the target gene is MEVSRRKAPPRPPRPAAPLPLLAYLLALAAPGRGADEPVWRSEQAIGAIAASQEDGVFVASGSCLDQLDYSLEHSLSRLYRDQAGNCTEPVSLAPPARPRPGSSFSKLLLPYREGAAGLGGLLLTGWTFDRGACEVRPLGNLSRNSLRNGTEVVSCHPQGSTAGVVYRAGRNNRWYLAVAATYVLPEPETASRCNPAASDHDTAIALKDTEGRSLATQELGRLKLCEGAGSLHFVDAFLWNGSIYFPYYPYNYTSGAATGWPSMARIAQSTEVLFQGQASLDCGHGHPDGRRLLLSSSLV.... Result: 1 (interaction). (4) The miRNA is hsa-miR-6728-3p with sequence UCUCUGCUCUGCUCUCCCCAG. The protein sequence of the target gene is MHSPGSTGPGDGRAADIMDICESILERKRHDSERSTCSVLEQTDIEAVEALVCMSSWGQRSQMRPLTPVSDSGDVTTAVLMDTAAPDLPKDFHSFSTLCITPPQSPELTEPSTGTPVPSQVVNSKGCMVTALPPSPAGGPRTLSKREPLEPASGSSCRAVMTSVIRHTGESPAPTRFPTGPTQEQRASDSGEGQERLLDHLEALQDTRLANGLLVTNLVSCQPCLHKSGGSFPTDKGQQTGWPAAVQTCLPKNPESDLSRKITPLISVPVSSPPVLCQMIPVAGQNGLFSAFLKPPTQLP.... Result: 0 (no interaction). (5) The miRNA is mmu-miR-1943-5p with sequence AAGGGAGGAUCUGGGCACCUGGA. The protein sequence of the target gene is MSGFDNLNSGFYQTSYSIDEQSQQSYDYGGSGGPYSKQYAGCDYSQQGRFVPPDMMQPQQTYTGQIYQPTQAYPPTTPQPFYGDSFEEEPPLLEELGINFDHIWQKTLTVLHPLRAADGSIMNETDLAGPVVFCLAFGATLLLAGKIQFGYVYGISAIGCLGMFCLLNLMSMTGVSFGCVASVLGYCLLPMILLSSFAVVFSLQGMVGILLTATIIGWCSFSASKIFISALAMDGQQLLVAYPCALLYGVFALISVF. Result: 0 (no interaction). (6) The miRNA is hsa-miR-4315 with sequence CCGCUUUCUGAGCUGGAC. The protein sequence of the target gene is MLARTIQRFSVVAKRGYAAAAPAANANPEELRLTFASPDTAVFSNAVVKQVDVPTLAGMVGVLANHVPTIGVLKPGVVSVTTNEGTVQRLFVSSGTLSVNIDGSCQVLAEEVLKVEEIDESAARAELDAAQRASGEGSEVARAEAQIRAEVAEALIKAATNQQ. Result: 0 (no interaction). (7) The miRNA is hsa-miR-30e-3p with sequence CUUUCAGUCGGAUGUUUACAGC. The protein sequence of the target gene is MALHDMEDFTFDGTKRLSVNYVKGILQPTDTCDIWDKIWNFQAKPDDLLISTYPKAGTTWTQEIVELIQNEGDVEKSKRAPTHQRFPFLEMKIPSLGSGLEQAHAMPSPRILKTHLPFHLLPPSLLEKNCKIIYVARNPKDNMVSYYHFQRMNKALPAPGTWEEYFETFLAGKVCWGSWHEHVKGWWEAKDKHRILYLFYEDMKKNPKHEIQKLAEFIGKKLDDKVLDKIVHYTSFDVMKQNPMANYSSIPAEIMDHSISPFMRKGAVGDWKKHFTVAQNERFDEDYKKKMTDTRLTFHF.... Result: 1 (interaction). (8) The miRNA is cel-miR-80-5p with sequence AGCUUUCGACAUGAUUCUGAAC. The protein sequence of the target gene is MGALLAFCLLVGLLRWGPAGAQQPGEYCHGWVDAQGNYHEGFQCPEDFDTQDATICCGSCALRYCCAAADARLEQGGCTNDRGELEHPGITAQPVYVPFLIVGSIFIAFIILGSLVAIYCCTCLRPKEPSQQPIRFSLRSYQTETLPMILTSTSLRAASRQSSTATSSSSTGGSVRRFSFARAEPSCLVPSSPPPYTTGHTIHLTQPSGFLVSPQYFAYPLQQEPPLPGKSCPDFSSS. Result: 0 (no interaction). (9) The miRNA is mmu-miR-3100-3p with sequence CUGUGACACACCCGCUCCCAG. The protein sequence of the target gene is MRQPNRKRKLSLESTERMNQDRCTGQTEEEKKPGEVTTPSKRESSVTTAETWSWEQYLREGNAVAAPVELFSKDQSFPEHENGFQVGMRLEGIDARRPSVFCVLSVAEVCGYRLRLHFDGYLSCYDFWTNAGSPDIHPVGWCQKTKHELHIPRDYRKDKFVWMDYLKACRLQNAPKKLFRNRSSNGPVPREFQVGMKLEAVDRRNPCLMCVATIADIVEDRVRVHFDSLDDSFDYWCDVNSPYIQPVGWCQENGRTLVAPQGYPHPDKFSWTDYLRASQSKAVPAKAFGMRTPHGFLPNM.... Result: 0 (no interaction).